From a dataset of Full USPTO retrosynthesis dataset with 1.9M reactions from patents (1976-2016). Predict the reactants needed to synthesize the given product. Given the product [CH3:1][O:2][C:3](=[O:39])[CH2:4][CH2:5][NH:6][C:7](=[O:38])[C:8]1[CH:13]=[CH:12][C:11]([CH:14]([O:22][C:41]2[C:46]([C:47]([CH3:50])([CH3:49])[CH3:48])=[CH:45][C:44]([C:51]([CH3:54])([CH3:53])[CH3:52])=[CH:43][C:42]=2[C:55]([CH3:58])([CH3:57])[CH3:56])[CH2:15][CH2:16][CH2:17][C:18]([F:20])([F:21])[F:19])=[CH:10][CH:9]=1, predict the reactants needed to synthesize it. The reactants are: [CH3:1][O:2][C:3](=[O:39])[CH2:4][CH2:5][NH:6][C:7](=[O:38])[C:8]1[CH:13]=[CH:12][C:11]([CH:14]([O:22]C2C=CC(B3OC(C)(C)C(C)(C)O3)=CC=2)[CH2:15][CH2:16][CH2:17][C:18]([F:21])([F:20])[F:19])=[CH:10][CH:9]=1.Br[C:41]1[C:46]([C:47]([CH3:50])([CH3:49])[CH3:48])=[CH:45][C:44]([C:51]([CH3:54])([CH3:53])[CH3:52])=[CH:43][C:42]=1[C:55]([CH3:58])([CH3:57])[CH3:56].[F-].[K+].